From a dataset of Forward reaction prediction with 1.9M reactions from USPTO patents (1976-2016). Predict the product of the given reaction. (1) Given the reactants [NH:1]([C:17]([O:19][C:20]([CH3:23])([CH3:22])[CH3:21])=[O:18])[C@H:2]([C:11](N(C)OC)=[O:12])[CH2:3][C:4](=[O:10])[O:5][C:6]([CH3:9])([CH3:8])[CH3:7].[H-].[H-].[H-].[H-].[Li+].[Al+3], predict the reaction product. The product is: [NH:1]([C:17]([O:19][C:20]([CH3:23])([CH3:22])[CH3:21])=[O:18])[C@H:2]([CH:11]=[O:12])[CH2:3][C:4](=[O:10])[O:5][C:6]([CH3:9])([CH3:7])[CH3:8]. (2) The product is: [CH2:18]([NH:17][C:15]([C:12]1[CH:11]=[N:10][C:9]([N:21]2[CH2:26][CH2:25][CH2:24][C@H:23]([OH:27])[CH2:22]2)=[N:14][CH:13]=1)=[O:16])[CH3:19]. Given the reactants C(N(CC)CC)C.Cl[C:9]1[N:14]=[CH:13][C:12]([C:15]([NH:17][CH2:18][CH3:19])=[O:16])=[CH:11][N:10]=1.Cl.[NH:21]1[CH2:26][CH2:25][CH2:24][C@H:23]([OH:27])[CH2:22]1, predict the reaction product.